Dataset: Full USPTO retrosynthesis dataset with 1.9M reactions from patents (1976-2016). Task: Predict the reactants needed to synthesize the given product. (1) Given the product [CH:1]1([CH2:4][O:5][CH2:6][C:7]2[CH:8]=[CH:9][C:10]([NH2:13])=[N:11][CH:12]=2)[CH2:3][CH2:2]1, predict the reactants needed to synthesize it. The reactants are: [CH:1]1([CH2:4][O:5][CH2:6][C:7]2[CH:8]=[CH:9][C:10]([NH:13]C(=O)C(C)(C)C)=[N:11][CH:12]=2)[CH2:3][CH2:2]1.[OH-].[Na+]. (2) Given the product [CH:1]1([N:4]2[C:8]3[C:9]([O:19][C@@H:20]([C@H:22]4[CH2:26][NH:25][C:24](=[O:27])[CH2:23]4)[CH3:21])=[N:10][C:11]([C:34]4[CH:35]=[CH:36][C:31]([O:30][CH:29]([F:28])[F:48])=[C:32]([O:46][CH3:47])[CH:33]=4)=[CH:12][C:7]=3[N:6]=[CH:5]2)[CH2:2][CH2:3]1, predict the reactants needed to synthesize it. The reactants are: [CH:1]1([N:4]2[C:8]3[C:9]([O:19][C@@H:20]([C@H:22]4[CH2:26][NH:25][C:24](=[O:27])[CH2:23]4)[CH3:21])=[N:10][C:11](C4C=CN=CC=4)=[CH:12][C:7]=3[N:6]=[CH:5]2)[CH2:3][CH2:2]1.[F:28][CH:29]([F:48])[O:30][C:31]1[CH:36]=[CH:35][C:34](B2OC(C)(C)C(C)(C)O2)=[CH:33][C:32]=1[O:46][CH3:47]. (3) The reactants are: Br[C:2]1[C:7]([Cl:8])=[CH:6][N:5]=[C:4]([NH:9][C:10]2[C:15]([O:16][CH3:17])=[CH:14][C:13]([C:18]3[CH:23]=[CH:22][C:21]([C:24]([O:26][CH3:27])=[O:25])=[CH:20][CH:19]=3)=[C:12]([CH3:28])[CH:11]=2)[CH:3]=1.[CH:29]([S:32]([C:35]1[CH:41]=[CH:40][CH:39]=[CH:38][C:36]=1[NH2:37])(=[O:34])=[O:33])([CH3:31])[CH3:30].C1(P(C2CCCCC2)C2C=CC=CC=2C2C(C(C)C)=CC(C(C)C)=CC=2C(C)C)CCCCC1.CC(C)([O-])C.[Na+]. Given the product [Cl:8][C:7]1[C:2]([NH:37][C:36]2[CH:38]=[CH:39][CH:40]=[CH:41][C:35]=2[S:32]([CH:29]([CH3:31])[CH3:30])(=[O:34])=[O:33])=[CH:3][C:4]([NH:9][C:10]2[C:15]([O:16][CH3:17])=[CH:14][C:13]([C:18]3[CH:23]=[CH:22][C:21]([C:24]([O:26][CH3:27])=[O:25])=[CH:20][CH:19]=3)=[C:12]([CH3:28])[CH:11]=2)=[N:5][CH:6]=1, predict the reactants needed to synthesize it. (4) Given the product [NH2:34][C:22]1([C:7]2[CH:12]=[CH:11][CH:10]=[CH:9][C:8]=2[OH:13])[C:23]2[CH:28]=[C:27]([Cl:29])[N:26]=[CH:25][C:24]=2[O:30][C:31]2[C:21]1=[CH:20][C:19]([Br:18])=[CH:33][CH:32]=2, predict the reactants needed to synthesize it. The reactants are: C([Li])CCC.Br[C:7]1[CH:12]=[CH:11][CH:10]=[CH:9][C:8]=1[O:13]COCC.[Br:18][C:19]1[CH:20]=[C:21]2[C:31](=[CH:32][CH:33]=1)[O:30][C:24]1[CH:25]=[N:26][C:27]([Cl:29])=[CH:28][C:23]=1[C:22]2=[N:34]S(C(C)(C)C)=O.Cl.O1CCOCC1. (5) Given the product [CH2:26]([N:28]([CH2:23][C:22]1[C:13]([CH2:12][N:3]2[C:2](=[O:1])[C:10]3[C:5](=[CH:6][CH:7]=[CH:8][CH:9]=3)[C:4]2=[O:11])=[N:14][C:15]2[C:20]([CH:21]=1)=[C:19]([F:25])[CH:18]=[CH:17][CH:16]=2)[CH3:29])[CH3:27], predict the reactants needed to synthesize it. The reactants are: [O:1]=[C:2]1[C:10]2[C:5](=[CH:6][CH:7]=[CH:8][CH:9]=2)[C:4](=[O:11])[N:3]1[CH2:12][C:13]1[C:22]([CH:23]=O)=[CH:21][C:20]2[C:15](=[CH:16][CH:17]=[CH:18][C:19]=2[F:25])[N:14]=1.[CH2:26]([NH:28][CH3:29])[CH3:27].C(O[BH-](OC(=O)C)OC(=O)C)(=O)C.[Na+]. (6) Given the product [ClH:1].[ClH:1].[Br:2][C:3]1[CH:8]=[CH:7][C:6]([C@@H:9]([C@@H:29]2[CH2:30][CH2:31][C:32]([CH3:42])([CH3:41])[NH:33]2)[C:10]([N:12]2[CH2:17][CH2:16][N:15]([C:18]3[C:19]4[C@H:26]([CH3:27])[CH2:25][C@@H:24]([OH:28])[C:20]=4[N:21]=[CH:22][N:23]=3)[CH2:14][CH2:13]2)=[O:11])=[CH:5][C:4]=1[F:43], predict the reactants needed to synthesize it. The reactants are: [ClH:1].[Br:2][C:3]1[CH:8]=[CH:7][C:6]([C@@H:9]([C@H:29]2[N:33](C(OC(C)(C)C)=O)[C:32]([CH3:42])([CH3:41])[CH2:31][CH2:30]2)[C:10]([N:12]2[CH2:17][CH2:16][N:15]([C:18]3[C:19]4[C@H:26]([CH3:27])[CH2:25][C@@H:24]([OH:28])[C:20]=4[N:21]=[CH:22][N:23]=3)[CH2:14][CH2:13]2)=[O:11])=[CH:5][C:4]=1[F:43]. (7) Given the product [Cl:1][C:2]1[CH:7]=[C:6]([C:15]([OH:16])([CH3:17])[CH3:14])[CH:5]=[CH:4][N:3]=1, predict the reactants needed to synthesize it. The reactants are: [Cl:1][C:2]1[CH:7]=[C:6](I)[CH:5]=[CH:4][N:3]=1.[Li]CCCC.[CH3:14][C:15]([CH3:17])=[O:16]. (8) Given the product [N:1]1[CH:6]=[CH:5][CH:4]=[CH:3][C:2]=1[CH2:7][O:8][C:12]1[S:16][N:15]=[C:14]([S:17][CH3:18])[N:13]=1, predict the reactants needed to synthesize it. The reactants are: [N:1]1[CH:6]=[CH:5][CH:4]=[CH:3][C:2]=1[CH2:7][OH:8].[H-].[Na+].Cl[C:12]1[S:16][N:15]=[C:14]([S:17][CH3:18])[N:13]=1.[Cl-].[Na+].